This data is from Reaction yield outcomes from USPTO patents with 853,638 reactions. The task is: Predict the reaction yield, written as a fraction of the theoretical maximum amount of product (1.0 means a 100% yield; for example, 0.34 means a 34% yield). (1) The reactants are [I:1][C:2]1[CH:3]=[C:4]2[C:8](=[CH:9][CH:10]=1)[NH:7][C:6](=[O:11])[C:5]2=O.[NH:13]([C:15]([C:17]1[CH:35]=[CH:34][C:20]([CH2:21][NH:22][C:23](=[O:33])[C:24]2[CH:29]=[CH:28][CH:27]=[C:26]([N+:30]([O-:32])=[O:31])[CH:25]=2)=[CH:19][CH:18]=1)=[O:16])[NH2:14]. The catalyst is C(O)(=O)C. The product is [N+:30]([C:26]1[CH:25]=[C:24]([CH:29]=[CH:28][CH:27]=1)[C:23]([NH:22][CH2:21][C:20]1[CH:19]=[CH:18][C:17]([C:15]([NH:13][N:14]=[C:5]2[C:4]3[C:8](=[CH:9][CH:10]=[C:2]([I:1])[CH:3]=3)[NH:7][C:6]2=[O:11])=[O:16])=[CH:35][CH:34]=1)=[O:33])([O-:32])=[O:31]. The yield is 0.890. (2) The reactants are Cl.O.O.[CH2:4]=[C:5]1[C:10](=[O:11])[CH:9]2[CH2:12][CH2:13][N:6]1[CH2:7][CH2:8]2.C([O-])([O-])=O.[K+].[K+].C(Cl)Cl. The catalyst is O. The product is [CH2:4]=[C:5]1[C:10](=[O:11])[CH:9]2[CH2:12][CH2:13][N:6]1[CH2:7][CH2:8]2. The yield is 1.00.